This data is from Forward reaction prediction with 1.9M reactions from USPTO patents (1976-2016). The task is: Predict the product of the given reaction. (1) Given the reactants C(N(CCC)[C:5]1[CH:10]=[CH:9][C:8]([NH:11][C:12](=[O:27])[C:13]2[CH:18]=[CH:17][C:16]([CH2:19][NH:20][CH2:21][C:22]3[NH:23][CH:24]=[CH:25][N:26]=3)=[CH:15][CH:14]=2)=[CH:7][CH:6]=1)CC.[Br:31][C:32]1[N:37]=[C:36]([CH:38]=O)[CH:35]=[CH:34][CH:33]=1.[C:40]([BH3-])#[N:41].[Na+].[OH-].[Na+], predict the reaction product. The product is: [CH2:6]([N:41]([CH2:40][C:5]1[CH:10]=[CH:9][C:8]([NH:11][C:12](=[O:27])[C:13]2[CH:18]=[CH:17][C:16]([CH2:19][N:20]([CH2:21][C:22]3[NH:23][CH:24]=[CH:25][N:26]=3)[CH2:38][C:36]3[CH:35]=[CH:34][CH:33]=[C:32]([Br:31])[N:37]=3)=[CH:15][CH:14]=2)=[CH:7][CH:6]=1)[CH2:7][CH2:8][CH3:9])[CH2:5][CH3:10]. (2) Given the reactants [NH2:1][CH:2]1[CH2:7][CH2:6][N:5]([CH2:8][CH2:9][N:10]2[C:19]3[C:14](=[CH:15][CH:16]=[C:17]([O:20][CH3:21])[CH:18]=3)[N:13]=[CH:12][C:11]2=[O:22])[CH2:4][CH2:3]1.[O:23]=[C:24]1[CH2:29][S:28][C:27]2[CH:30]=[CH:31][C:32]([CH:34]=O)=[N:33][C:26]=2[NH:25]1.C(O[BH-](OC(=O)C)OC(=O)C)(=O)C.[Na+].CO, predict the reaction product. The product is: [CH3:21][O:20][C:17]1[CH:18]=[C:19]2[C:14]([N:13]=[CH:12][C:11](=[O:22])[N:10]2[CH2:9][CH2:8][N:5]2[CH2:4][CH2:3][CH:2]([NH:1][CH2:34][C:32]3[CH:31]=[CH:30][C:27]4[S:28][CH2:29][C:24](=[O:23])[NH:25][C:26]=4[N:33]=3)[CH2:7][CH2:6]2)=[CH:15][CH:16]=1. (3) The product is: [N:10]1[NH:29][N:30]=[N:31][C:9]=1[C:11]1[CH:12]=[C:13]([CH:26]=[CH:27][CH:28]=1)[CH2:14][CH2:15][O:16][CH2:17][CH2:18][C:19]([O:21][C:22]([CH3:25])([CH3:23])[CH3:24])=[O:20]. Given the reactants Cl.C(N(CC)CC)C.[C:9]([C:11]1[CH:12]=[C:13]([CH:26]=[CH:27][CH:28]=1)[CH2:14][CH2:15][O:16][CH2:17][CH2:18][C:19]([O:21][C:22]([CH3:25])([CH3:24])[CH3:23])=[O:20])#[N:10].[N-:29]=[N+:30]=[N-:31].[Na+].Cl, predict the reaction product. (4) Given the reactants [ClH:1].[N:2]1[C:11]2[C:6](=[CH:7][C:8]([CH2:12][N:13]3[C:17]4=[N:18][C:19](C5C=C(CO)C=CC=5)=[CH:20][CH:21]=[C:16]4[N:15]=N3)=[CH:9][CH:10]=2)[CH:5]=[CH:4][CH:3]=1.C(=O)(O)[O-].[Na+], predict the reaction product. The product is: [Cl:1][C:19]1[N:18]=[C:17]([NH:13][CH2:12][C:8]2[CH:7]=[C:6]3[C:11](=[CH:10][CH:9]=2)[N:2]=[CH:3][CH:4]=[CH:5]3)[C:16]([NH2:15])=[CH:21][CH:20]=1. (5) Given the reactants [C:1]([N:8]1[CH2:13][CH2:12][NH:11][CH2:10][CH2:9]1)([O:3][C:4]([CH3:7])([CH3:6])[CH3:5])=[O:2].[OH-].[Na+].[Cl:16][C:17]1[CH:25]=[CH:24][C:20]([C:21](Cl)=[O:22])=[CH:19][N:18]=1, predict the reaction product. The product is: [Cl:16][C:17]1[N:18]=[CH:19][C:20]([C:21]([N:11]2[CH2:10][CH2:9][N:8]([C:1]([O:3][C:4]([CH3:7])([CH3:6])[CH3:5])=[O:2])[CH2:13][CH2:12]2)=[O:22])=[CH:24][CH:25]=1. (6) Given the reactants Cl.[NH2:2][C@H:3]1[CH2:8][CH2:7][C@H:6]([C:9]([O:11][CH2:12][C:13]2[CH:18]=[CH:17][CH:16]=[CH:15][CH:14]=2)=[O:10])[CH2:5][CH2:4]1.N1C=CC=CC=1.[F:25][C:26]([F:37])([F:36])[C:27](O[C:27](=[O:28])[C:26]([F:37])([F:36])[F:25])=[O:28], predict the reaction product. The product is: [F:25][C:26]([F:37])([F:36])[C:27]([NH:2][C@H:3]1[CH2:8][CH2:7][C@H:6]([C:9]([O:11][CH2:12][C:13]2[CH:14]=[CH:15][CH:16]=[CH:17][CH:18]=2)=[O:10])[CH2:5][CH2:4]1)=[O:28]. (7) Given the reactants [F:1][C:2]1[CH:30]=[CH:29][C:5]([C:6]([NH:8][C:9]([CH3:28])([CH3:27])[C:10]([NH:12][C:13]2[S:14][C:15]([C:24](O)=[O:25])=[C:16]([C:18]3[CH:23]=[CH:22][CH:21]=[CH:20][CH:19]=3)[N:17]=2)=[O:11])=[O:7])=[CH:4][CH:3]=1.CN(C(ON1N=NC2C=CC=CC1=2)=[N+](C)C)C.F[P-](F)(F)(F)(F)F.C(N(CC)CC)C.[C:62]([N:69]1[CH2:74][CH2:73][NH:72][CH2:71][CH2:70]1)([O:64][C:65]([CH3:68])([CH3:67])[CH3:66])=[O:63], predict the reaction product. The product is: [C:65]([O:64][C:62]([N:69]1[CH2:74][CH2:73][N:72]([C:24]([C:15]2[S:14][C:13]([NH:12][C:10](=[O:11])[C:9]([NH:8][C:6](=[O:7])[C:5]3[CH:29]=[CH:30][C:2]([F:1])=[CH:3][CH:4]=3)([CH3:27])[CH3:28])=[N:17][C:16]=2[C:18]2[CH:23]=[CH:22][CH:21]=[CH:20][CH:19]=2)=[O:25])[CH2:71][CH2:70]1)=[O:63])([CH3:68])([CH3:66])[CH3:67]. (8) The product is: [CH:32]1([NH:35][CH2:27][C:23]2[CH:22]=[C:21]([C:18]3[CH:19]=[C:20]4[C:15](=[C:16]([C:29]([NH2:31])=[O:30])[CH:17]=3)[NH:14][CH:13]=[C:12]4[CH:9]3[CH2:8][CH2:7][N:6]([S:3]([CH2:1][CH3:2])(=[O:5])=[O:4])[CH2:11][CH2:10]3)[CH:26]=[CH:25][CH:24]=2)[CH2:34][CH2:33]1. Given the reactants [CH2:1]([S:3]([N:6]1[CH2:11][CH2:10][CH:9]([C:12]2[C:20]3[C:15](=[C:16]([C:29]([NH2:31])=[O:30])[CH:17]=[C:18]([C:21]4[CH:26]=[CH:25][CH:24]=[C:23]([CH:27]=O)[CH:22]=4)[CH:19]=3)[NH:14][CH:13]=2)[CH2:8][CH2:7]1)(=[O:5])=[O:4])[CH3:2].[CH:32]1([NH2:35])[CH2:34][CH2:33]1.[BH-](OC(C)=O)(OC(C)=O)OC(C)=O.[Na+], predict the reaction product. (9) The product is: [F:18][C:2]1([F:1])[CH2:3][CH2:4][CH:5]([NH:8][C:9]2[N:17]=[CH:16][CH:15]=[CH:14][C:10]=2[C:11]([NH:20][C:21]([CH3:26])([CH2:24][CH3:25])[C:22]#[CH:23])=[O:13])[CH2:6][CH2:7]1. Given the reactants [F:1][C:2]1([F:18])[CH2:7][CH2:6][CH:5]([NH:8][C:9]2[N:17]=[CH:16][CH:15]=[CH:14][C:10]=2[C:11]([OH:13])=O)[CH2:4][CH2:3]1.Cl.[NH2:20][C:21]([CH3:26])([CH2:24][CH3:25])[C:22]#[CH:23].C1C=CC2N(O)N=NC=2C=1.CCN=C=NCCCN(C)C.CCN(C(C)C)C(C)C, predict the reaction product.